From a dataset of NCI-60 drug combinations with 297,098 pairs across 59 cell lines. Regression. Given two drug SMILES strings and cell line genomic features, predict the synergy score measuring deviation from expected non-interaction effect. (1) Drug 1: C1=CN(C(=O)N=C1N)C2C(C(C(O2)CO)O)O.Cl. Drug 2: CC1=C(C(=CC=C1)Cl)NC(=O)C2=CN=C(S2)NC3=CC(=NC(=N3)C)N4CCN(CC4)CCO. Cell line: MALME-3M. Synergy scores: CSS=17.9, Synergy_ZIP=-4.30, Synergy_Bliss=1.25, Synergy_Loewe=-3.14, Synergy_HSA=1.54. (2) Drug 1: C1=CC(=CC=C1CCCC(=O)O)N(CCCl)CCCl. Drug 2: COCCOC1=C(C=C2C(=C1)C(=NC=N2)NC3=CC=CC(=C3)C#C)OCCOC.Cl. Cell line: SK-MEL-2. Synergy scores: CSS=2.68, Synergy_ZIP=-2.98, Synergy_Bliss=-2.23, Synergy_Loewe=-4.84, Synergy_HSA=-4.25. (3) Drug 1: CC1=CC=C(C=C1)C2=CC(=NN2C3=CC=C(C=C3)S(=O)(=O)N)C(F)(F)F. Drug 2: CN1C2=C(C=C(C=C2)N(CCCl)CCCl)N=C1CCCC(=O)O.Cl. Cell line: M14. Synergy scores: CSS=-1.31, Synergy_ZIP=-1.02, Synergy_Bliss=-4.88, Synergy_Loewe=-4.13, Synergy_HSA=-5.42.